From a dataset of Full USPTO retrosynthesis dataset with 1.9M reactions from patents (1976-2016). Predict the reactants needed to synthesize the given product. (1) Given the product [Cl:26][C:27]1[CH:28]=[C:29]([CH:30]=[C:31]([O:33][C:34]([F:35])([F:36])[F:37])[CH:32]=1)[O:38][C:2]1[N:10]([CH2:11][C:12]2[CH:17]=[CH:16][C:15]([Cl:18])=[CH:14][CH:13]=2)[C:9]2[C:8](=[O:19])[N:7]([CH2:20][CH2:21][CH2:22][OH:23])[C:6](=[O:24])[N:5]([CH3:25])[C:4]=2[N:3]=1, predict the reactants needed to synthesize it. The reactants are: Br[C:2]1[N:10]([CH2:11][C:12]2[CH:17]=[CH:16][C:15]([Cl:18])=[CH:14][CH:13]=2)[C:9]2[C:8](=[O:19])[N:7]([CH2:20][CH2:21][CH2:22][OH:23])[C:6](=[O:24])[N:5]([CH3:25])[C:4]=2[N:3]=1.[Cl:26][C:27]1[CH:28]=[C:29]([OH:38])[CH:30]=[C:31]([O:33][C:34]([F:37])([F:36])[F:35])[CH:32]=1.C(=O)([O-])[O-].[K+].[K+]. (2) Given the product [NH2:34][CH2:2][C:3]([NH:5][C:6]1[CH:14]=[CH:13][CH:12]=[C:11]2[C:7]=1[C:8](=[O:33])[N:9]([CH:16]([C:22]1[CH:27]=[CH:26][C:25]([O:28][CH3:29])=[C:24]([O:30][CH2:31][CH3:32])[CH:23]=1)[CH2:17][S:18]([CH3:21])(=[O:20])=[O:19])[C:10]2=[O:15])=[O:4], predict the reactants needed to synthesize it. The reactants are: Cl[CH2:2][C:3]([NH:5][C:6]1[CH:14]=[CH:13][CH:12]=[C:11]2[C:7]=1[C:8](=[O:33])[N:9]([CH:16]([C:22]1[CH:27]=[CH:26][C:25]([O:28][CH3:29])=[C:24]([O:30][CH2:31][CH3:32])[CH:23]=1)[CH2:17][S:18]([CH3:21])(=[O:20])=[O:19])[C:10]2=[O:15])=[O:4].[N-:34]=[N+]=[N-].[Na+].C1(P(C2C=CC=CC=2)C2C=CC=CC=2)C=CC=CC=1.O. (3) Given the product [N:1]([C:2]1[CH:3]=[N:4][CH:5]=[CH:6][C:7]=1[C@H:8]1[CH2:13][C@@H:12]([NH:14][C:15](=[O:21])[O:16][C:17]([CH3:20])([CH3:19])[CH3:18])[C@@H:11]([O:22][CH2:23][CH2:24][S:25]([CH3:28])(=[O:27])=[O:26])[C@@H:10]([CH3:29])[CH2:9]1)=[C:30]=[S:31], predict the reactants needed to synthesize it. The reactants are: [NH2:1][C:2]1[CH:3]=[N:4][CH:5]=[CH:6][C:7]=1[C@H:8]1[CH2:13][C@@H:12]([NH:14][C:15](=[O:21])[O:16][C:17]([CH3:20])([CH3:19])[CH3:18])[C@@H:11]([O:22][CH2:23][CH2:24][S:25]([CH3:28])(=[O:27])=[O:26])[C@@H:10]([CH3:29])[CH2:9]1.[C:30](N1C=CN=C1)(N1C=CN=C1)=[S:31]. (4) Given the product [C:1]([NH:5][S:6]([C:9]1[S:10][CH:11]=[C:12]([C:14]([NH:50][C:51]2[C:52]([C:63](=[O:64])[NH2:65])=[C:53]([C:57]3[CH:62]=[CH:61][CH:60]=[CH:59][CH:58]=3)[CH:54]=[CH:55][CH:56]=2)=[O:16])[N:13]=1)(=[O:7])=[O:8])([CH3:2])([CH3:3])[CH3:4], predict the reactants needed to synthesize it. The reactants are: [C:1]([NH:5][S:6]([C:9]1[S:10][CH:11]=[C:12]([C:14]([OH:16])=O)[N:13]=1)(=[O:8])=[O:7])([CH3:4])([CH3:3])[CH3:2].CN(C(ON1N=NC2C=CC=NC1=2)=[N+](C)C)C.F[P-](F)(F)(F)(F)F.CCN(C(C)C)C(C)C.[NH2:50][C:51]1[CH:56]=[CH:55][CH:54]=[C:53]([C:57]2[CH:62]=[CH:61][CH:60]=[CH:59][CH:58]=2)[C:52]=1[C:63]([NH2:65])=[O:64]. (5) Given the product [NH2:12][C:13]1[C:18]([O:19][Si:20]([C:23]([CH3:26])([CH3:24])[CH3:25])([CH3:21])[CH3:22])=[CH:17][C:16]([Cl:27])=[CH:15][C:14]=1[C:28]([OH:33])([C:2]#[C:3][CH:4]1[CH2:6][CH2:5]1)[C:29]([F:32])([F:31])[F:30], predict the reactants needed to synthesize it. The reactants are: Cl[CH2:2][CH2:3][CH2:4][C:5]#[CH:6].[Li]CCCC.[NH2:12][C:13]1[C:18]([O:19][Si:20]([C:23]([CH3:26])([CH3:25])[CH3:24])([CH3:22])[CH3:21])=[CH:17][C:16]([Cl:27])=[CH:15][C:14]=1[C:28](=[O:33])[C:29]([F:32])([F:31])[F:30].